This data is from Forward reaction prediction with 1.9M reactions from USPTO patents (1976-2016). The task is: Predict the product of the given reaction. Given the reactants Cl.[NH2:2][C@@H:3]1[CH2:8][CH2:7][C@H:6]([C:9]([O:11][CH3:12])=[O:10])[CH2:5][CH2:4]1.[O:13]1[CH2:18][CH2:17][N:16]([CH2:19][CH2:20][CH2:21][C:22](O)=[O:23])[CH2:15][CH2:14]1.C(N(CC)CC)C.Cl.CN(C)CCCN=C=NCC, predict the reaction product. The product is: [O:13]1[CH2:18][CH2:17][N:16]([CH2:19][CH2:20][CH2:21][C:22]([NH:2][C@@H:3]2[CH2:4][CH2:5][C@H:6]([C:9]([O:11][CH3:12])=[O:10])[CH2:7][CH2:8]2)=[O:23])[CH2:15][CH2:14]1.